Dataset: Forward reaction prediction with 1.9M reactions from USPTO patents (1976-2016). Task: Predict the product of the given reaction. (1) Given the reactants OO.[NH2:3][C:4]1[CH:9]=[CH:8][C:7]([F:10])=[CH:6][N:5]=1.Br[C:12]([F:19])([F:18])[C:13](OCC)=[O:14].S(=O)(=O)(O)O, predict the reaction product. The product is: [F:18][C:12]1([F:19])[C:9]2[C:4](=[N:5][CH:6]=[C:7]([F:10])[CH:8]=2)[NH:3][C:13]1=[O:14]. (2) The product is: [F:1][C:2]1[CH:7]=[CH:6][C:5]([N:8]2[C:12]([C:13]3[CH:18]=[C:17]([CH2:19][O:20][C@H:21]([CH3:26])[C:22]([F:24])([F:25])[F:23])[CH:16]=[C:15]([F:27])[CH:14]=3)=[CH:11][C:10]([NH:28][C:35]([C@H:33]3[CH2:32][NH:31][C:30](=[O:29])[NH:34]3)=[O:36])=[N:9]2)=[CH:4][CH:3]=1. Given the reactants [F:1][C:2]1[CH:7]=[CH:6][C:5]([N:8]2[C:12]([C:13]3[CH:18]=[C:17]([CH2:19][O:20][C@H:21]([CH3:26])[C:22]([F:25])([F:24])[F:23])[CH:16]=[C:15]([F:27])[CH:14]=3)=[CH:11][C:10]([NH2:28])=[N:9]2)=[CH:4][CH:3]=1.[O:29]=[C:30]1[NH:34][C@@H:33]([C:35](O)=[O:36])[CH2:32][NH:31]1.CCN=C=NCCCN(C)C.Cl, predict the reaction product. (3) Given the reactants [CH2:1]([O:19][C@H:20]([CH2:24][O:25][CH2:26][CH2:27][CH2:28][CH2:29][CH2:30][CH2:31][CH2:32][CH2:33][CH2:34][CH2:35][CH2:36][CH2:37][CH2:38][CH2:39][CH2:40][CH2:41][CH2:42][CH3:43])[CH2:21][C:22]#[N:23])[CH2:2][CH2:3][CH2:4][CH2:5][CH2:6][CH2:7][CH2:8][CH2:9][CH2:10][CH2:11][CH2:12][CH2:13][CH2:14][CH2:15][CH2:16][CH2:17][CH3:18].CO.Cl.C(=O)(O)[O-].[Na+], predict the reaction product. The product is: [CH2:1]([O:19][C@H:20]([CH2:24][O:25][CH2:26][CH2:27][CH2:28][CH2:29][CH2:30][CH2:31][CH2:32][CH2:33][CH2:34][CH2:35][CH2:36][CH2:37][CH2:38][CH2:39][CH2:40][CH2:41][CH2:42][CH3:43])[CH2:21][CH2:22][NH2:23])[CH2:2][CH2:3][CH2:4][CH2:5][CH2:6][CH2:7][CH2:8][CH2:9][CH2:10][CH2:11][CH2:12][CH2:13][CH2:14][CH2:15][CH2:16][CH2:17][CH3:18]. (4) Given the reactants [CH3:1][O:2][CH:3]1[N:8](Cl)[CH:7]=[CH:6][C:5]([Cl:10])=[N:4]1.Cl.[C:12](=[O:15])(O)[O-:13].[Na+].[CH3:17][CH2:18]O, predict the reaction product. The product is: [Cl:10][C:5]1[N:4]=[C:3]([O:2][CH3:1])[N:8]=[C:7]([N:4]2[CH2:18][CH2:17][CH:7]([C:12]([OH:13])=[O:15])[CH2:6][CH2:5]2)[CH:6]=1. (5) Given the reactants [NH:1]1[C:10]2[C:5](=[CH:6][C:7]([C:11]([OH:13])=[O:12])=[CH:8][CH:9]=2)[CH2:4][CH2:3][CH2:2]1.[CH2:14]=O, predict the reaction product. The product is: [CH3:14][N:1]1[C:10]2[C:5](=[CH:6][C:7]([C:11]([OH:13])=[O:12])=[CH:8][CH:9]=2)[CH2:4][CH2:3][CH2:2]1. (6) Given the reactants CN(C(ON1N=NC2C=CC=NC1=2)=[N+](C)C)C.F[P-](F)(F)(F)(F)F.[NH2:25][C:26]1[CH:31]=[CH:30][C:29]([N:32]2[CH:37]=[CH:36][C:35]([O:38][CH2:39][C:40]3[CH:45]=[CH:44][C:43]([Cl:46])=[CH:42][CH:41]=3)=[CH:34][C:33]2=[O:47])=[CH:28][C:27]=1[NH:48][CH3:49].C(N(CC)C(C)C)(C)C.[CH3:59][CH:60]1[CH2:62][CH:61]1[C:63](O)=O, predict the reaction product. The product is: [Cl:46][C:43]1[CH:42]=[CH:41][C:40]([CH2:39][O:38][C:35]2[CH:36]=[CH:37][N:32]([C:29]3[CH:30]=[CH:31][C:26]4[N:25]=[C:63]([CH:61]5[CH2:62][CH:60]5[CH3:59])[N:48]([CH3:49])[C:27]=4[CH:28]=3)[C:33](=[O:47])[CH:34]=2)=[CH:45][CH:44]=1. (7) Given the reactants [N:1]1([C:7]2[C:8]3[S:15][C:14]4[N:16]=[CH:17][CH:18]=[CH:19][C:13]=4[C:9]=3[N:10]=[CH:11][N:12]=2)[CH2:6][CH2:5][NH:4][CH2:3][CH2:2]1.N1C=CC=CC=1.[Cl-].[N:27]1[CH:32]=[CH:31][CH:30]=[N:29][C:28]=1[NH:33][S:34]([C:37]1[CH:42]=[CH:41][C:40]([NH:43][CH:44]=[S:45])=[CH:39][CH:38]=1)(=[O:36])=[O:35].CO, predict the reaction product. The product is: [N:27]1[CH:32]=[CH:31][CH:30]=[N:29][C:28]=1[NH:33][S:34]([C:37]1[CH:42]=[CH:41][C:40]([NH:43][C:44]([N:4]2[CH2:3][CH2:2][N:1]([C:7]3[N:12]=[CH:11][N:10]=[C:9]4[C:8]=3[S:15][C:14]3[N:16]=[CH:17][CH:18]=[CH:19][C:13]4=3)[CH2:6][CH2:5]2)=[S:45])=[CH:39][CH:38]=1)(=[O:36])=[O:35].